Dataset: Catalyst prediction with 721,799 reactions and 888 catalyst types from USPTO. Task: Predict which catalyst facilitates the given reaction. (1) Reactant: [NH:1]1[CH2:5][CH2:4][C@@H:3]([OH:6])[CH2:2]1.CCN(C(C)C)C(C)C.[F:16][C:17]1[CH:18]=[C:19]([C@H:23]2[CH2:27][CH2:26][CH2:25][N:24]2[C:28]2[CH:29]=[CH:30][C:31]3[N:32]([C:34]([C:37]4[CH:42]=[CH:41][CH:40]=[C:39]([C:43]5[CH:48]=[CH:47][N:46]=[C:45](S(C)(=O)=O)[N:44]=5)[N:38]=4)=[CH:35][N:36]=3)[N:33]=2)[CH:20]=[CH:21][CH:22]=1. Product: [F:16][C:17]1[CH:18]=[C:19]([C@H:23]2[CH2:27][CH2:26][CH2:25][N:24]2[C:28]2[CH:29]=[CH:30][C:31]3[N:32]([C:34]([C:37]4[N:38]=[C:39]([C:43]5[CH:48]=[CH:47][N:46]=[C:45]([N:1]6[CH2:5][CH2:4][C@@H:3]([OH:6])[CH2:2]6)[N:44]=5)[CH:40]=[CH:41][CH:42]=4)=[CH:35][N:36]=3)[N:33]=2)[CH:20]=[CH:21][CH:22]=1. The catalyst class is: 549. (2) Reactant: [C:1]([CH:5]1[C:14]2[C:9](=[CH:10][CH:11]=[CH:12][CH:13]=2)[CH2:8][CH2:7][CH:6]1[NH2:15])([O:3][CH3:4])=[O:2].[Cl:16][C:17]1[CH:18]=[C:19]2[C:23](=[CH:24][CH:25]=1)[NH:22][C:21]([C:26]([OH:28])=[O:27])=[CH:20]2.ON1C2N=CC=CC=2N=N1.Cl.C(N=C=N)C. Product: [C:1]([C@@H:5]1[C:14]2[C:9](=[CH:10][CH:11]=[CH:12][CH:13]=2)[CH2:8][CH2:7][C@@H:6]1[NH:15][C:26]([C:21]1[NH:22][C:23]2[C:19]([CH:20]=1)=[CH:18][C:17]([Cl:16])=[CH:25][CH:24]=2)=[O:27])([O:3][CH3:4])=[O:2].[C:1]([C@@H:5]1[C:14]2[C:9](=[CH:10][CH:11]=[CH:12][CH:13]=2)[CH2:8][CH2:7][C@H:6]1[NH:15][C:26]([C:21]1[NH:22][C:23]2[C:19]([CH:20]=1)=[CH:18][C:17]([Cl:16])=[CH:25][CH:24]=2)=[O:28])([O:3][CH3:4])=[O:2]. The catalyst class is: 54. (3) Reactant: [C:1]1(=[O:7])[O:6][C:4](=[O:5])[CH2:3][CH2:2]1.[Br:8][C:9]1[CH:14]=[CH:13][CH:12]=[CH:11][CH:10]=1.Cl. Product: [Br:8][C:9]1[CH:14]=[CH:13][C:12]([C:1](=[O:7])[CH2:2][CH2:3][C:4]([OH:6])=[O:5])=[CH:11][CH:10]=1. The catalyst class is: 2. (4) Reactant: [CH2:1]([O:8][C:9]([NH:11][CH2:12][CH2:13][S:14][CH2:15][C@H:16]([NH:27]C(OC(C)(C)C)=O)[C:17]([O:19][CH2:20][C:21]1[CH:26]=[CH:25][CH:24]=[CH:23][CH:22]=1)=[O:18])=[O:10])[C:2]1[CH:7]=[CH:6][CH:5]=[CH:4][CH:3]=1.FC(F)(F)C(O)=O. Product: [NH2:27][C@@H:16]([CH2:15][S:14][CH2:13][CH2:12][NH:11][C:9]([O:8][CH2:1][C:2]1[CH:3]=[CH:4][CH:5]=[CH:6][CH:7]=1)=[O:10])[C:17]([O:19][CH2:20][C:21]1[CH:22]=[CH:23][CH:24]=[CH:25][CH:26]=1)=[O:18]. The catalyst class is: 4. (5) Reactant: F[C:2]([F:15])(F)S(OS(C(F)(F)F)(=O)=O)(=O)=O.[F:16][C:17]1[CH:22]=C(F)[CH:20]=[CH:19][C:18]=1[C@@:24]1([NH:52][C:53]([NH:55][C:56](=[O:63])[C:57]2[CH:62]=[CH:61][CH:60]=[CH:59][CH:58]=2)=[S:54])[C@H:28]([CH2:29]O)[C@@H:27]([CH2:31][O:32][C:33]([C:46]2[CH:51]=[CH:50][CH:49]=[CH:48][CH:47]=2)(C2C=CC=CC=2)[C:34]2[CH:39]=[CH:38][CH:37]=[CH:36][CH:35]=2)[O:26][CH2:25]1. Product: [F:16][C:17]1[CH:22]=[C:2]([F:15])[CH:20]=[CH:19][C:18]=1[C@:24]12[CH2:25][O:26][C@H:27]([CH2:31][O:32][C:33]([C:34]3[CH:39]=[CH:38][CH:37]=[CH:36][CH:35]=3)([C:46]3[CH:47]=[CH:48][CH:49]=[CH:50][CH:51]=3)[C:34]3[CH:39]=[CH:38][CH:37]=[CH:36][CH:35]=3)[C@H:28]1[CH2:29][S:54][C:53]([NH:55][C:56](=[O:63])[C:57]1[CH:58]=[CH:59][CH:60]=[CH:61][CH:62]=1)=[N:52]2. The catalyst class is: 17. (6) Product: [CH2:1]([O:3][C:4](=[O:40])[CH2:5][O:6][C:7]1[C:12]([CH3:13])=[CH:11][C:10]([NH:14][CH2:15][C:16]2[S:20][C:19]([C:21]3[CH:22]=[CH:23][C:24]([C:27]([F:29])([F:28])[F:30])=[CH:25][CH:26]=3)=[N:18][C:17]=2[CH3:31])=[CH:9][C:8]=1[CH3:39])[CH3:2]. Reactant: [CH2:1]([O:3][C:4](=[O:40])[CH2:5][O:6][C:7]1[C:12]([CH3:13])=[CH:11][C:10]([N:14](C(OC(C)(C)C)=O)[CH2:15][C:16]2[S:20][C:19]([C:21]3[CH:26]=[CH:25][C:24]([C:27]([F:30])([F:29])[F:28])=[CH:23][CH:22]=3)=[N:18][C:17]=2[CH3:31])=[CH:9][C:8]=1[CH3:39])[CH3:2].C(O)(C(F)(F)F)=O. The catalyst class is: 2. (7) Product: [F:1][C:2]1[CH:16]=[C:15]([N:17]2[CH2:20][C:19](=[O:21])[CH2:18]2)[C:14]([F:22])=[CH:13][C:3]=1[C:4]([NH:6][C@@H:7]([CH3:12])[C:8]([F:11])([F:9])[F:10])=[O:5]. The catalyst class is: 91. Reactant: [F:1][C:2]1[CH:16]=[C:15]([N:17]2[CH2:20][CH:19]([OH:21])[CH2:18]2)[C:14]([F:22])=[CH:13][C:3]=1[C:4]([NH:6][C@@H:7]([CH3:12])[C:8]([F:11])([F:10])[F:9])=[O:5].C(O)(=O)C.C(O)(=O)C.IC1C=CC=CC=1.CC1(C)N([O])C(C)(C)CCC1. (8) Reactant: [CH2:1]([O:8][CH2:9][CH2:10][O:11][C:12]1[CH:17]=[CH:16][CH:15]=[CH:14][C:13]=1[CH:18]1[CH2:23][NH:22][CH2:21][CH2:20][CH:19]1[C:24]1[CH:29]=[CH:28][C:27]([O:30][CH3:31])=[CH:26][CH:25]=1)[C:2]1[CH:7]=[CH:6][CH:5]=[CH:4][CH:3]=1.ClC(Cl)(O[C:36](=[O:42])OC(Cl)(Cl)Cl)Cl.C(N(CC)CC)C.Cl.[CH3:52][NH:53][OH:54]. Product: [CH2:1]([O:8][CH2:9][CH2:10][O:11][C:12]1[CH:17]=[CH:16][CH:15]=[CH:14][C:13]=1[CH:18]1[CH2:23][N:22]([C:36](=[O:42])[N:53]([OH:54])[CH3:52])[CH2:21][CH2:20][CH:19]1[C:24]1[CH:25]=[CH:26][C:27]([O:30][CH3:31])=[CH:28][CH:29]=1)[C:2]1[CH:7]=[CH:6][CH:5]=[CH:4][CH:3]=1. The catalyst class is: 7. (9) Reactant: N1C=CC=NC=1.C[O:8][C:9](=[O:28])[CH2:10][C:11]1[CH:16]=[CH:15][C:14]([O:17][C:18]2[C:19]3[CH2:27][CH2:26][CH2:25][C:20]=3[N:21]=[C:22](Cl)[N:23]=2)=[CH:13][CH:12]=1.[Cl:29][C:30]1[CH:31]=[C:32](B(O)O)[CH:33]=[CH:34][C:35]=1[O:36][CH3:37].C(=O)([O-])[O-].[Cs+].[Cs+].[OH-].[Na+]. Product: [Cl:29][C:30]1[CH:31]=[C:32]([C:22]2[N:23]=[C:18]([O:17][C:14]3[CH:15]=[CH:16][C:11]([CH2:10][C:9]([OH:8])=[O:28])=[CH:12][CH:13]=3)[C:19]3[CH2:27][CH2:26][CH2:25][C:20]=3[N:21]=2)[CH:33]=[CH:34][C:35]=1[O:36][CH3:37]. The catalyst class is: 551. (10) Reactant: [Br:1][C:2]1[CH:3]=[C:4]2[C:9](=[CH:10][CH:11]=1)[CH2:8][C:7](=[O:12])[CH2:6][CH2:5]2.[CH2:13](O)[CH2:14][OH:15]. Product: [CH2:14]1[O:15][C:7]2([CH2:6][CH2:5][C:4]3[C:9](=[CH:10][CH:11]=[C:2]([Br:1])[CH:3]=3)[CH2:8]2)[O:12][CH2:13]1. The catalyst class is: 626.